Dataset: Full USPTO retrosynthesis dataset with 1.9M reactions from patents (1976-2016). Task: Predict the reactants needed to synthesize the given product. (1) Given the product [OH:1][C:2]([C:12]1[CH:17]=[CH:16][CH:15]=[CH:14][CH:13]=1)([C:6]1[CH:11]=[CH:10][CH:9]=[CH:8][CH:7]=1)[C:3]([NH:30][CH2:31][CH2:32][CH2:33][N:34]1[CH2:39][CH2:38][CH:37]([C:40]2[CH:41]=[C:42]([NH:47][C:48](=[O:52])[CH:49]([CH3:50])[CH3:51])[CH:43]=[CH:44][C:45]=2[CH3:46])[CH2:36][CH2:35]1)=[O:5], predict the reactants needed to synthesize it. The reactants are: [OH:1][C:2]([C:12]1[CH:17]=[CH:16][CH:15]=[CH:14][CH:13]=1)([C:6]1[CH:11]=[CH:10][CH:9]=[CH:8][CH:7]=1)[C:3]([OH:5])=O.C(N1C=CN=C1)(N1C=CN=C1)=O.[NH2:30][CH2:31][CH2:32][CH2:33][N:34]1[CH2:39][CH2:38][CH:37]([C:40]2[CH:41]=[C:42]([NH:47][C:48](=[O:52])[CH:49]([CH3:51])[CH3:50])[CH:43]=[CH:44][C:45]=2[CH3:46])[CH2:36][CH2:35]1. (2) Given the product [ClH:19].[CH2:1]=[C:2]([NH:4][C:5]1[N:6]=[C:7]([N:15]([CH3:18])[O:16][CH3:17])[C:8]2[CH:13]=[CH:12][N:11]([CH3:14])[C:9]=2[N:10]=1)[CH3:3], predict the reactants needed to synthesize it. The reactants are: [CH2:1]=[C:2]([NH:4][C:5]1[N:6]=[C:7]([N:15]([CH3:18])[O:16][CH3:17])[C:8]2[CH:13]=[CH:12][N:11]([CH3:14])[C:9]=2[N:10]=1)[CH3:3].[ClH:19]. (3) Given the product [C:1]([O:5][C:6](=[O:21])[NH:7][CH2:8][C:9]1[S:13]/[C:12](=[N:14]\[C:15](=[O:20])[C:16]([F:17])([F:18])[F:19])/[N:11]([CH2:23][C:24]2[C:33]3[C:28](=[CH:29][CH:30]=[CH:31][CH:32]=3)[CH:27]=[CH:26][CH:25]=2)[CH:10]=1)([CH3:4])([CH3:2])[CH3:3], predict the reactants needed to synthesize it. The reactants are: [C:1]([O:5][C:6](=[O:21])[NH:7][CH2:8][C:9]1[S:13][C:12]([NH:14][C:15](=[O:20])[C:16]([F:19])([F:18])[F:17])=[N:11][CH:10]=1)([CH3:4])([CH3:3])[CH3:2].Cl[CH2:23][C:24]1[C:33]2[C:28](=[CH:29][CH:30]=[CH:31][CH:32]=2)[CH:27]=[CH:26][CH:25]=1. (4) Given the product [Br:11][C:3]1[CH:4]=[CH:5][C:6]([C:7]2[N:22]=[C:23]([C:24]([O:26][CH2:27][CH3:28])=[O:25])[NH:10][CH:9]=2)=[CH:1][CH:2]=1, predict the reactants needed to synthesize it. The reactants are: [CH:1]1[C:6]([C:7]([CH2:9][NH2:10])=O)=[CH:5][CH:4]=[C:3]([Br:11])[CH:2]=1.Cl.C([O-])(=O)C.[Na+].C(O)(=O)C.[NH:22]=[C:23](SC)[C:24]([O:26][CH2:27][CH3:28])=[O:25].C([O-])(O)=O.[Na+]. (5) Given the product [CH:1]1([CH2:4][CH:5]([CH2:10][CH2:11][CH2:12][CH2:13][CH3:14])[C:6]([O:8][CH3:9])=[O:7])[CH2:2][CH2:3]1, predict the reactants needed to synthesize it. The reactants are: [CH:1]1(/[CH:4]=[C:5](\[CH2:10][CH2:11][CH2:12][CH2:13][CH3:14])/[C:6]([O:8][CH3:9])=[O:7])[CH2:3][CH2:2]1.N1C2C(=CC=CC=2)C=CC=1.C(N(CC)CC)C. (6) Given the product [OH:1][CH2:2][CH2:3][CH2:4][CH2:5][C:6]1[CH:7]=[CH:8][C:9]([O:12][CH2:19][C@@H:20]([OH:21])[CH2:22][OH:23])=[CH:10][CH:11]=1, predict the reactants needed to synthesize it. The reactants are: [OH:1][CH2:2][CH2:3][CH2:4][CH2:5][C:6]1[CH:11]=[CH:10][C:9]([OH:12])=[CH:8][CH:7]=1.C(=O)([O-])[O-].[K+].[K+].[CH2:19]1[O:21][C@H:20]1[CH2:22][OH:23]. (7) Given the product [CH3:1][N:2]([CH3:34])[CH2:3][CH2:4][N:5]1[C:9]2[CH:10]=[CH:11][C:12]([S:14]([C@@H:17]3[CH2:21][CH2:20][NH:19][CH2:18]3)(=[O:15])=[O:16])=[CH:13][C:8]=2[N:7]=[C:6]1[CH2:29][C:30]([CH3:32])([CH3:31])[CH3:33], predict the reactants needed to synthesize it. The reactants are: [CH3:1][N:2]([CH3:34])[CH2:3][CH2:4][N:5]1[C:9]2[CH:10]=[CH:11][C:12]([S:14]([C@@H:17]3[CH2:21][CH2:20][N:19](C(OC(C)(C)C)=O)[CH2:18]3)(=[O:16])=[O:15])=[CH:13][C:8]=2[N:7]=[C:6]1[CH2:29][C:30]([CH3:33])([CH3:32])[CH3:31].Cl[Si](C)(C)C.